From a dataset of Full USPTO retrosynthesis dataset with 1.9M reactions from patents (1976-2016). Predict the reactants needed to synthesize the given product. (1) Given the product [CH3:13][O:12][C:9]1[CH:10]=[C:11]2[C:6](=[CH:7][C:8]=1[O:14][CH3:15])[N:5]=[N:4][CH:3]=[C:2]2[N:28]1[CH2:29][CH:24]([C:20]2[CH:21]=[CH:22][CH:23]=[C:18]([O:17][CH3:16])[CH:19]=2)[O:25][CH2:26][C:27]1=[O:30], predict the reactants needed to synthesize it. The reactants are: Br[C:2]1[C:11]2[C:6](=[CH:7][C:8]([O:14][CH3:15])=[C:9]([O:12][CH3:13])[CH:10]=2)[N:5]=[N:4][CH:3]=1.[CH3:16][O:17][C:18]1[CH:19]=[C:20]([CH:24]2[CH2:29][NH:28][C:27](=[O:30])[CH2:26][O:25]2)[CH:21]=[CH:22][CH:23]=1.C(=O)([O-])[O-].[K+].[K+].CNCCNC.O1CCCC1. (2) Given the product [C:39]([N:23]1[CH2:22][CH:21]=[C:20]([C:17]2[CH:18]=[C:19]3[C:14](=[CH:15][C:16]=2[O:26][CH2:27][CH3:28])[N:13]=[CH:12][C:11]([C:29]([NH2:31])=[O:30])=[C:10]3[NH:9][C:3]2[CH:4]=[CH:5][C:6]([F:8])=[CH:7][C:2]=2[F:1])[CH2:25][CH2:24]1)(=[O:41])[CH3:40], predict the reactants needed to synthesize it. The reactants are: [F:1][C:2]1[CH:7]=[C:6]([F:8])[CH:5]=[CH:4][C:3]=1[NH:9][C:10]1[C:19]2[C:14](=[CH:15][C:16]([O:26][CH2:27][CH3:28])=[C:17]([C:20]3[CH2:21][CH2:22][NH:23][CH2:24][CH:25]=3)[CH:18]=2)[N:13]=[CH:12][C:11]=1[C:29]([NH2:31])=[O:30].C(N(CC)CC)C.[C:39](OC(=O)C)(=[O:41])[CH3:40].C([O-])(O)=O.[Na+]. (3) Given the product [F:17][C:2]([F:1])([F:16])[C:3]([NH:5][C@H:6]([CH3:15])[CH2:7][C:8]1[CH:13]=[CH:12][C:11]([S:14][C:19]2[CH:26]=[CH:25][C:24]([I:27])=[CH:23][C:20]=2[CH:21]=[O:22])=[CH:10][CH:9]=1)=[O:4], predict the reactants needed to synthesize it. The reactants are: [F:1][C:2]([F:17])([F:16])[C:3]([NH:5][C@H:6]([CH3:15])[CH2:7][C:8]1[CH:13]=[CH:12][C:11]([SH:14])=[CH:10][CH:9]=1)=[O:4].F[C:19]1[CH:26]=[CH:25][C:24]([I:27])=[CH:23][C:20]=1[CH:21]=[O:22].C(=O)([O-])[O-].[K+].[K+].O. (4) Given the product [C:17]([O:16][C:14]([NH:13][C@@H:5]([CH2:6][C:7]1[CH:12]=[CH:11][CH:10]=[CH:9][CH:8]=1)[C@@H:4]([OH:21])[CH2:3][O:2][S:26]([CH3:25])(=[O:28])=[O:27])=[O:15])([CH3:20])([CH3:19])[CH3:18], predict the reactants needed to synthesize it. The reactants are: C[O:2][C:3](=O)[C@H:4]([OH:21])[C@@H:5]([NH:13][C:14]([O:16][C:17]([CH3:20])([CH3:19])[CH3:18])=[O:15])[CH2:6][C:7]1[CH:12]=[CH:11][CH:10]=[CH:9][CH:8]=1.[BH4-].[Na+].[CH3:25][S:26](Cl)(=[O:28])=[O:27].C(N(CC)CC)C. (5) Given the product [Cl:14][C:15]1[CH:23]=[N:22][CH:21]=[CH:20][C:16]=1[C:17]([NH:1][C:2]1[CH:7]=[C:6]([O:8][C:9]([F:10])([F:11])[F:12])[CH:5]=[CH:4][C:3]=1[OH:13])=[O:18], predict the reactants needed to synthesize it. The reactants are: [NH2:1][C:2]1[CH:7]=[C:6]([O:8][C:9]([F:12])([F:11])[F:10])[CH:5]=[CH:4][C:3]=1[OH:13].[Cl:14][C:15]1[CH:23]=[N:22][CH:21]=[CH:20][C:16]=1[C:17](O)=[O:18].F[P-](F)(F)(F)(F)F.N1(O[P+](N(C)C)(N(C)C)N(C)C)C2C=CC=CC=2N=N1.C(N(CC)CC)C. (6) The reactants are: [NH2:1][CH2:2][CH2:3][C:4]1[C:12]2[C:7](=[CH:8][CH:9]=[CH:10][CH:11]=2)[NH:6][CH:5]=1.[Cl:13][C:14]1[CH:21]=[CH:20][C:17]([CH:18]=O)=[CH:16][CH:15]=1.FC(F)(F)C(O)=O. Given the product [Cl:13][C:14]1[CH:21]=[CH:20][C:17]([CH:18]2[C:5]3[NH:6][C:7]4[C:12](=[CH:11][CH:10]=[CH:9][CH:8]=4)[C:4]=3[CH2:3][CH2:2][NH:1]2)=[CH:16][CH:15]=1, predict the reactants needed to synthesize it. (7) Given the product [NH2:14][C:15]1[C:16]([C:17]#[N:18])=[C:19]([CH:20]=[CH:21][CH:22]=1)[O:1][CH2:2][C:3]1([C:6]([NH:8][CH2:9][CH2:10][CH3:11])=[O:7])[CH2:4][CH2:5]1, predict the reactants needed to synthesize it. The reactants are: [OH:1][CH2:2][C:3]1([C:6]([NH:8][CH2:9][CH2:10][CH3:11])=[O:7])[CH2:5][CH2:4]1.[H-].[Na+].[NH2:14][C:15]1[CH:22]=[CH:21][CH:20]=[C:19](F)[C:16]=1[C:17]#[N:18]. (8) Given the product [CH:1]([NH:4][C:5]([C:7]1[C:8]([C:20]2[S:21][CH:22]=[C:23]([C:25]3[CH:30]=[CH:29][CH:28]=[CH:27][CH:26]=3)[N:24]=2)=[N:9][NH:10][CH:11]=1)=[O:6])([CH3:3])[CH3:2], predict the reactants needed to synthesize it. The reactants are: [CH:1]([NH:4][C:5]([C:7]1[C:8]([C:20]2[S:21][CH:22]=[C:23]([C:25]3[CH:30]=[CH:29][CH:28]=[CH:27][CH:26]=3)[N:24]=2)=[N:9][N:10](COCC[Si](C)(C)C)[CH:11]=1)=[O:6])([CH3:3])[CH3:2].FC(F)(F)C(O)=O.CO.[OH-].[NH4+]. (9) Given the product [C:1]([O:9][CH2:10][CH2:11][CH2:12][CH2:13][N:14]1[CH:18]=[C:17]([C:19]([OH:21])=[O:20])[N:16]=[N:15]1)(=[O:8])[C:2]1[CH:3]=[CH:4][CH:5]=[CH:6][CH:7]=1, predict the reactants needed to synthesize it. The reactants are: [C:1]([O:9][CH2:10][CH2:11][CH2:12][CH2:13][N:14]1[CH:18]=[C:17]([C:19]([O:21]C(C)(C)C)=[O:20])[N:16]=[N:15]1)(=[O:8])[C:2]1[CH:7]=[CH:6][CH:5]=[CH:4][CH:3]=1.